From a dataset of Full USPTO retrosynthesis dataset with 1.9M reactions from patents (1976-2016). Predict the reactants needed to synthesize the given product. (1) The reactants are: C([O:5][C:6](=[O:17])[CH2:7][O:8][C:9]1[CH:14]=[CH:13][C:12]([Cl:15])=[CH:11][C:10]=1Br)(C)(C)C.[Cl:18][C:19]1[CH:24]=[CH:23][C:22]([C:25]#[CH:26])=[CH:21][CH:20]=1. Given the product [Cl:15][C:12]1[CH:13]=[CH:14][C:9]([O:8][CH2:7][C:6]([OH:5])=[O:17])=[C:10]([C:26]#[C:25][C:22]2[CH:23]=[CH:24][C:19]([Cl:18])=[CH:20][CH:21]=2)[CH:11]=1, predict the reactants needed to synthesize it. (2) Given the product [Cl:1][C:2]1[CH:3]=[C:4]2[C:9](=[CH:10][CH:11]=1)[NH:8][CH:7]([C:12]1[CH:13]=[C:14]([S:18]([NH:37][C:34]3[CH:35]=[CH:36][C:31]([F:30])=[CH:32][CH:33]=3)(=[O:20])=[O:19])[CH:15]=[CH:16][CH:17]=1)[CH2:6][C:5]2([CH3:23])[CH3:22], predict the reactants needed to synthesize it. The reactants are: [Cl:1][C:2]1[CH:3]=[C:4]2[C:9](=[CH:10][CH:11]=1)[NH:8][CH:7]([C:12]1[CH:13]=[C:14]([S:18](Cl)(=[O:20])=[O:19])[CH:15]=[CH:16][CH:17]=1)[CH2:6][C:5]2([CH3:23])[CH3:22].N1C=CC=CC=1.[F:30][C:31]1[CH:36]=[CH:35][C:34]([NH2:37])=[CH:33][CH:32]=1.